This data is from Full USPTO retrosynthesis dataset with 1.9M reactions from patents (1976-2016). The task is: Predict the reactants needed to synthesize the given product. (1) Given the product [NH:14]1[C:13]([C:3]2[CH:4]=[C:5]([CH:6]=[CH:1][CH:2]=2)[CH2:7][C@@H:8]([C:9]([OH:11])=[O:10])[NH2:12])=[N:19][N:18]=[N:17]1, predict the reactants needed to synthesize it. The reactants are: [CH:1]1[CH:6]=[C:5]([CH2:7][C@H:8]([NH2:12])[C:9]([OH:11])=[O:10])[CH:4]=[C:3]([C:13]#[N:14])[CH:2]=1.[Cl-].[Li+].[N-:17]=[N+:18]=[N-:19].[Na+]. (2) Given the product [C:1]([C:3](=[C:7]([NH:25][C:24]1[CH:23]=[CH:22][C:21]([N:18]2[CH2:17][CH2:16][N:15]([CH:13]([CH3:14])[CH3:12])[CH2:20][CH2:19]2)=[CH:27][CH:26]=1)[S:10][CH3:11])[C:4]([NH2:6])=[O:5])#[N:2], predict the reactants needed to synthesize it. The reactants are: [C:1]([C:3](=[C:7]([S:10][CH3:11])SC)[C:4]([NH2:6])=[O:5])#[N:2].[CH3:12][CH:13]([N:15]1[CH2:20][CH2:19][N:18]([C:21]2[CH:27]=[CH:26][C:24]([NH2:25])=[CH:23][CH:22]=2)[CH2:17][CH2:16]1)[CH3:14]. (3) Given the product [F:1][C:2]1[C:7]([O:8][CH3:9])=[CH:6][C:5]([O:10][CH3:11])=[C:4]([F:12])[C:3]=1[C:13]1[N:18]=[CH:17][C:16]2[C:19]([C:38]3[CH:39]=[C:40]4[C:35](=[CH:36][CH:37]=3)[C:34](=[O:51])[N:33]([CH:31]([CH3:32])[CH2:30][OH:29])[CH2:41]4)=[N:20][NH:21][C:15]=2[CH:14]=1, predict the reactants needed to synthesize it. The reactants are: [F:1][C:2]1[C:7]([O:8][CH3:9])=[CH:6][C:5]([O:10][CH3:11])=[C:4]([F:12])[C:3]=1[C:13]1[N:18]=[CH:17][C:16]2[C:19](I)=[N:20][N:21](C3CCCCO3)[C:15]=2[CH:14]=1.[OH:29][CH2:30][CH:31]([N:33]1[CH2:41][C:40]2[C:35](=[CH:36][CH:37]=[C:38](B3OC(C)(C)C(C)(C)O3)[CH:39]=2)[C:34]1=[O:51])[CH3:32].